From a dataset of Catalyst prediction with 721,799 reactions and 888 catalyst types from USPTO. Predict which catalyst facilitates the given reaction. (1) Reactant: [C:1]([C:3]1[CH:22]=[CH:21][C:6]([CH2:7][NH:8][C:9](=[O:20])[CH:10]([C:13]2[CH:18]=[CH:17][CH:16]=[C:15]([OH:19])[CH:14]=2)[O:11][CH3:12])=[CH:5][CH:4]=1)#[N:2].I[CH:24]([CH3:26])[CH3:25].C(=O)([O-])[O-].[Cs+].[Cs+]. Product: [C:1]([C:3]1[CH:4]=[CH:5][C:6]([CH2:7][NH:8][C:9](=[O:20])[CH:10]([C:13]2[CH:18]=[CH:17][CH:16]=[C:15]([O:19][CH:24]([CH3:26])[CH3:25])[CH:14]=2)[O:11][CH3:12])=[CH:21][CH:22]=1)#[N:2]. The catalyst class is: 3. (2) Reactant: [Cl:1][C:2]1[CH:3]=[C:4]([C:9]2[CH:13]=[C:12]([NH2:14])[N:11]([C:15]3[CH:24]=[CH:23][C:22]4[C:17](=[CH:18][CH:19]=[CH:20][CH:21]=4)[CH:16]=3)[N:10]=2)[CH:5]=[C:6]([Cl:8])[CH:7]=1.Br[CH2:26][CH2:27][C:28]([O:30][CH3:31])=[O:29].C(=O)([O-])[O-].[K+].[K+].[I-].[Na+]. Product: [Cl:8][C:6]1[CH:5]=[C:4]([C:9]2[CH:13]=[C:12]([NH:14][CH2:26][CH2:27][C:28]([O:30][CH3:31])=[O:29])[N:11]([C:15]3[CH:24]=[CH:23][C:22]4[C:17](=[CH:18][CH:19]=[CH:20][CH:21]=4)[CH:16]=3)[N:10]=2)[CH:3]=[C:2]([Cl:1])[CH:7]=1. The catalyst class is: 9.